Task: Predict the product of the given reaction.. Dataset: Forward reaction prediction with 1.9M reactions from USPTO patents (1976-2016) (1) Given the reactants [F:1][C:2]([F:30])([F:29])[C:3]1[CH:4]=[C:5]([CH:22]=[C:23]([C:25]([F:28])([F:27])[F:26])[CH:24]=1)[CH2:6][O:7][CH2:8][C:9]1([CH2:18][CH2:19][C:20]#[N:21])[C:17]2[C:12](=[CH:13][CH:14]=[CH:15][CH:16]=2)[CH2:11][O:10]1.[BH4-].[Na+], predict the reaction product. The product is: [F:27][C:25]([F:26])([F:28])[C:23]1[CH:22]=[C:5]([CH:4]=[C:3]([C:2]([F:30])([F:29])[F:1])[CH:24]=1)[CH2:6][O:7][CH2:8][C:9]1([CH2:18][CH2:19][CH2:20][NH2:21])[C:17]2[C:12](=[CH:13][CH:14]=[CH:15][CH:16]=2)[CH2:11][O:10]1. (2) Given the reactants C1(C)C=CC=CC=1P(C1C=CC=CC=1C)C1C=CC=CC=1C.C(N(CC)CC)C.[NH2:30][C:31]1[C:40]2[N:41]=[C:42]([CH2:49][O:50][CH2:51][CH3:52])[N:43]([CH2:44][C:45]([CH3:48])([OH:47])[CH3:46])[C:39]=2[C:38]2[CH:37]=[CH:36][C:35](Br)=[CH:34][C:33]=2[N:32]=1.[C:54]([O:58][CH3:59])(=[O:57])[CH:55]=[CH2:56], predict the reaction product. The product is: [NH2:30][C:31]1[C:40]2[N:41]=[C:42]([CH2:49][O:50][CH2:51][CH3:52])[N:43]([CH2:44][C:45]([OH:47])([CH3:48])[CH3:46])[C:39]=2[C:38]2[CH:37]=[CH:36][C:35](/[CH:56]=[CH:55]/[C:54]([O:58][CH3:59])=[O:57])=[CH:34][C:33]=2[N:32]=1. (3) Given the reactants [CH3:1][O:2][C:3]1[CH:4]=[C:5]2[C:10](=[CH:11][C:12]=1[O:13][CH3:14])[C:9]1=[C:15]([C:28]([O:30][CH2:31][CH3:32])=[O:29])[C:16]([C:19]3[CH:24]=[CH:23][CH:22]=[C:21]([N+:25]([O-])=O)[CH:20]=3)=[C:17]([CH3:18])[N:8]1[CH2:7][CH2:6]2, predict the reaction product. The product is: [NH2:25][C:21]1[CH:20]=[C:19]([C:16]2[C:15]([C:28]([O:30][CH2:31][CH3:32])=[O:29])=[C:9]3[C:10]4[C:5](=[CH:4][C:3]([O:2][CH3:1])=[C:12]([O:13][CH3:14])[CH:11]=4)[CH2:6][CH2:7][N:8]3[C:17]=2[CH3:18])[CH:24]=[CH:23][CH:22]=1. (4) Given the reactants [CH:1]([O:4][C:5]1[C:10]([NH:11][C:12]2[C:13]3[C:20]([CH3:21])=[C:19]([C:22](O)=[O:23])[S:18][C:14]=3[N:15]=[CH:16][N:17]=2)=[CH:9][CH:8]=[CH:7][N:6]=1)([CH3:3])[CH3:2].[CH3:25][N:26]([CH3:31])[CH2:27][CH2:28][CH2:29][NH2:30], predict the reaction product. The product is: [CH3:25][N:26]([CH3:31])[CH2:27][CH2:28][CH2:29][NH:30][C:22]([C:19]1[S:18][C:14]2[N:15]=[CH:16][N:17]=[C:12]([NH:11][C:10]3[C:5]([O:4][CH:1]([CH3:3])[CH3:2])=[N:6][CH:7]=[CH:8][CH:9]=3)[C:13]=2[C:20]=1[CH3:21])=[O:23]. (5) Given the reactants [C:1]1([CH:7]=[CH:8][C:9]2[CH:13]=[C:12]([CH2:14][CH2:15][CH:16]=O)[O:11][N:10]=2)[CH:6]=[CH:5][CH:4]=[CH:3][CH:2]=1.[CH3:18][O:19][C:20]1[CH:25]=[CH:24][CH:23]=[CH:22][C:21]=1[N:26]1[CH2:31][CH2:30][NH:29][CH2:28][CH2:27]1.[BH-](OC(C)=O)(OC(C)=O)OC(C)=O.[Na+], predict the reaction product. The product is: [CH3:18][O:19][C:20]1[CH:25]=[CH:24][CH:23]=[CH:22][C:21]=1[N:26]1[CH2:31][CH2:30][N:29]([CH2:16][CH2:15][CH2:14][C:12]2[O:11][N:10]=[C:9]([CH:8]=[CH:7][C:1]3[CH:2]=[CH:3][CH:4]=[CH:5][CH:6]=3)[CH:13]=2)[CH2:28][CH2:27]1. (6) Given the reactants [F:1][C:2]([F:11])([F:10])[C:3]1[N:8]=[CH:7][NH:6][C:5](=[O:9])[CH:4]=1.[Cl:12]N1C(=O)CCC1=O, predict the reaction product. The product is: [Cl:12][C:4]1[C:5](=[O:9])[NH:6][CH:7]=[N:8][C:3]=1[C:2]([F:1])([F:10])[F:11]. (7) Given the reactants [CH:1]1([NH:4][CH2:5][CH2:6][CH2:7][NH:8][C:9]([C@@H:11]([NH:16][C:17]([C:19]2[S:20][C:21]3[CH:27]=[CH:26][CH:25]=[CH:24][C:22]=3[CH:23]=2)=[O:18])[CH2:12][CH:13]([CH3:15])[CH3:14])=[O:10])[CH2:3][CH2:2]1.[C:28]([C:30]1[CH:35]=[CH:34][CH:33]=[CH:32][C:31]=1[S:36](Cl)(=[O:38])=[O:37])#[N:29].C(N(CC)CC)C, predict the reaction product. The product is: [C:28]([C:30]1[CH:35]=[CH:34][CH:33]=[CH:32][C:31]=1[S:36]([N:4]([CH:1]1[CH2:3][CH2:2]1)[CH2:5][CH2:6][CH2:7][NH:8][C:9]([C@@H:11]([NH:16][C:17]([C:19]1[S:20][C:21]2[CH:27]=[CH:26][CH:25]=[CH:24][C:22]=2[CH:23]=1)=[O:18])[CH2:12][CH:13]([CH3:15])[CH3:14])=[O:10])(=[O:38])=[O:37])#[N:29].